Task: Regression. Given a peptide amino acid sequence and an MHC pseudo amino acid sequence, predict their binding affinity value. This is MHC class II binding data.. Dataset: Peptide-MHC class II binding affinity with 134,281 pairs from IEDB (1) The binding affinity (normalized) is 0.215. The peptide sequence is AQNGVQAMSSLGSSL. The MHC is DRB3_0101 with pseudo-sequence DRB3_0101. (2) The peptide sequence is TPEAKFDSFVASLTE. The MHC is DRB1_1101 with pseudo-sequence DRB1_1101. The binding affinity (normalized) is 0.331. (3) The peptide sequence is EKDVTDITVKNCVLK. The MHC is HLA-DQA10101-DQB10501 with pseudo-sequence HLA-DQA10101-DQB10501. The binding affinity (normalized) is 0.0277. (4) The peptide sequence is AMRVTKDTNDNNLYK. The MHC is DRB1_0301 with pseudo-sequence DRB1_0301. The binding affinity (normalized) is 0.344. (5) The peptide sequence is DIKVQFQSGGNNSPA. The MHC is DRB1_0701 with pseudo-sequence DRB1_0701. The binding affinity (normalized) is 0.239. (6) The peptide sequence is KGNFQRLAITKGKVD. The MHC is DRB1_0701 with pseudo-sequence DRB1_0701. The binding affinity (normalized) is 0.413.